Dataset: Catalyst prediction with 721,799 reactions and 888 catalyst types from USPTO. Task: Predict which catalyst facilitates the given reaction. (1) Reactant: [OH-].[Li+].[OH:3][C:4]1[C:5]([C:23]([O:25]C)=[O:24])=[N:6][C:7]([CH2:11][C:12]2([C:17]3[CH:22]=[CH:21][CH:20]=[CH:19][CH:18]=3)[CH2:16][CH2:15][CH2:14][CH2:13]2)=[N:8][C:9]=1[OH:10]. Product: [OH:3][C:4]1[C:9](=[O:10])[NH:8][C:7]([CH2:11][C:12]2([C:17]3[CH:22]=[CH:21][CH:20]=[CH:19][CH:18]=3)[CH2:13][CH2:14][CH2:15][CH2:16]2)=[N:6][C:5]=1[C:23]([OH:25])=[O:24]. The catalyst class is: 132. (2) Reactant: C(OC([N:11]1[CH2:16][CH2:15][N:14]([C:17](=[O:41])[CH:18]([O:23][C:24](=[O:40])[CH2:25][N:26]([C:28](=[O:39])[CH2:29][N:30]([C:32]([O:34][C:35]([CH3:38])([CH3:37])[CH3:36])=[O:33])[CH3:31])[CH3:27])[CH2:19][CH:20]([CH3:22])[CH3:21])[CH2:13][CH2:12]1)=O)C1C=CC=CC=1. Product: [CH3:21][CH:20]([CH3:22])[CH2:19][CH:18]([O:23][C:24](=[O:40])[CH2:25][N:26]([C:28](=[O:39])[CH2:29][N:30]([C:32]([O:34][C:35]([CH3:37])([CH3:36])[CH3:38])=[O:33])[CH3:31])[CH3:27])[C:17]([N:14]1[CH2:15][CH2:16][NH:11][CH2:12][CH2:13]1)=[O:41]. The catalyst class is: 19.